From a dataset of Reaction yield outcomes from USPTO patents with 853,638 reactions. Predict the reaction yield, written as a fraction of the theoretical maximum amount of product (1.0 means a 100% yield; for example, 0.34 means a 34% yield). (1) The reactants are [CH3:1][C:2]([CH3:6])([CH3:5])[CH2:3][NH2:4].[N:7]([C:10]1[CH:11]=[CH:12][C:13]([O:16][C:17](=[O:26])[N:18]([CH3:25])[C:19]2[CH:24]=[CH:23][CH:22]=[CH:21][CH:20]=2)=[N:14][CH:15]=1)=[C:8]=[S:9]. The catalyst is ClCCl. The product is [CH3:1][C:2]([CH3:6])([CH3:5])[CH2:3][NH:4][C:8](=[S:9])[NH:7][C:10]1[CH:11]=[CH:12][C:13]([O:16][C:17](=[O:26])[N:18]([CH3:25])[C:19]2[CH:24]=[CH:23][CH:22]=[CH:21][CH:20]=2)=[N:14][CH:15]=1. The yield is 0.900. (2) The reactants are CO[C:3]1[CH:4]=[C:5]([CH:9]=[CH:10][C:11]=1[N+:12]([O-:14])=[O:13])[C:6]([OH:8])=[O:7].C(=O)([O-])[O-].[K+].[K+].O.[CH3:22][NH2:23]. The catalyst is C(OCC)(=O)C. The product is [CH3:22][NH:23][C:3]1[CH:4]=[C:5]([CH:9]=[CH:10][C:11]=1[N+:12]([O-:14])=[O:13])[C:6]([OH:8])=[O:7]. The yield is 0.680. (3) The reactants are [CH3:1][N:2]1[C:10]2[C:5](=[CH:6][CH:7]=[CH:8][CH:9]=2)[C:4]([C:11]([OH:13])=O)=[CH:3]1.[CH3:14][O:15][C:16]1[C:29]2[CH2:28][CH2:27][C@H:26]3[C@H:21]([CH2:22][CH2:23][CH2:24][NH:25]3)[C:20]=2[CH:19]=[CH:18][CH:17]=1. No catalyst specified. The product is [CH3:14][O:15][C:16]1[C:29]2[CH2:28][CH2:27][C@H:26]3[C@H:21]([CH2:22][CH2:23][CH2:24][N:25]3[C:11]([C:4]3[C:5]4[C:10](=[CH:9][CH:8]=[CH:7][CH:6]=4)[N:2]([CH3:1])[CH:3]=3)=[O:13])[C:20]=2[CH:19]=[CH:18][CH:17]=1. The yield is 0.820. (4) The reactants are [CH:1]([O:3][CH2:4][CH3:5])=[O:2].[Cl:6][CH2:7][C:8](OCC)=[O:9].CC(C)([O-])C.[K+]. The catalyst is C1COCC1. The product is [Cl:6][CH:7]([CH:8]=[O:9])[C:1]([O:3][CH2:4][CH3:5])=[O:2]. The yield is 0.710. (5) The reactants are [C:1]([O:5][C:6]([NH:8][CH2:9][CH2:10][CH2:11][O:12][C:13]1[CH:14]=[C:15]([C@@:19]([OH:30])([C:24]2[CH:29]=[CH:28][CH:27]=[CH:26][CH:25]=2)[C:20]([O:22]C)=[O:21])[CH:16]=[CH:17][CH:18]=1)=[O:7])([CH3:4])([CH3:3])[CH3:2].[OH-].[Na+]. The catalyst is C1COCC1.CO. The product is [C:1]([O:5][C:6]([NH:8][CH2:9][CH2:10][CH2:11][O:12][C:13]1[CH:14]=[C:15]([C@@:19]([OH:30])([C:24]2[CH:25]=[CH:26][CH:27]=[CH:28][CH:29]=2)[C:20]([OH:22])=[O:21])[CH:16]=[CH:17][CH:18]=1)=[O:7])([CH3:4])([CH3:2])[CH3:3]. The yield is 0.900. (6) The reactants are [CH3:1][C:2]1[N:11]=[C:10]([N:12]([C:14]2[CH:19]=[CH:18][C:17]([N+:20]([O-])=O)=[CH:16][CH:15]=2)[CH3:13])[C:9]2[C:4](=[CH:5][CH:6]=[CH:7][CH:8]=2)[N:3]=1. The catalyst is C(OCC)(=O)C.[Pd]. The product is [NH2:20][C:17]1[CH:18]=[CH:19][C:14]([N:12]([C:10]2[C:9]3[C:4](=[CH:5][CH:6]=[CH:7][CH:8]=3)[N:3]=[C:2]([CH3:1])[N:11]=2)[CH3:13])=[CH:15][CH:16]=1. The yield is 0.780. (7) The reactants are [N+:1]([C:4]1[CH:12]=[CH:11][CH:10]=[C:9]2[C:5]=1[CH:6]=[N:7][NH:8]2)([O-:3])=[O:2].[OH-].[Na+].[O-][Cl:16].[Na+]. The catalyst is O. The product is [Cl:16][C:6]1[C:5]2[C:9](=[CH:10][CH:11]=[CH:12][C:4]=2[N+:1]([O-:3])=[O:2])[NH:8][N:7]=1. The yield is 0.830.